From a dataset of Full USPTO retrosynthesis dataset with 1.9M reactions from patents (1976-2016). Predict the reactants needed to synthesize the given product. (1) Given the product [Cl:51][C:52]1[CH:53]=[C:54]2[C:58](=[CH:59][CH:60]=1)[N:57]([CH2:61][CH2:62][CH2:63][C:64]1[CH:65]=[N:66][CH:67]=[CH:68][CH:69]=1)[C:56]1[CH2:73][N:72]([CH3:3])[CH2:71][CH2:70][C:55]2=1, predict the reactants needed to synthesize it. The reactants are: Cl.Cl[C:3]1C=CC(NN)=CC=1.BrCCCC1C=NC=CC=1.ClC1C=CC(N(CCCC2C=NC=CC=2)N)=CC=1.C(OC(OCC)CCCNC)C.[Cl:51][C:52]1[CH:53]=[C:54]2[C:58](=[CH:59][CH:60]=1)[N:57]([CH2:61][CH2:62][CH2:63][C:64]1[CH:65]=[N:66][CH:67]=[CH:68][CH:69]=1)[CH:56]=[C:55]2[CH2:70][CH2:71][NH:72][CH3:73].C=O.C(O)(C(F)(F)F)=O. (2) Given the product [OH:13][CH2:12][C:9]1[CH:8]=[CH:7][C:6]2[N:5]=[C:4]3[CH2:15][CH2:16][CH2:17][N:3]3[C:2](=[O:1])[C:11]=2[CH:10]=1, predict the reactants needed to synthesize it. The reactants are: [O:1]=[C:2]1[C:11]2[CH:10]=[C:9]([C:12]([O-])=[O:13])[CH:8]=[CH:7][C:6]=2[N:5]=[C:4]2[CH2:15][CH2:16][CH2:17][N:3]12.[H-].[Li+].[Al+3].[H-].[H-].[H-]. (3) Given the product [CH3:17][C:16]([CH3:19])([CH3:18])[C@H:15]([NH:14][C:12](=[O:13])[C@H:11]([C:24]1[CH:28]=[CH:27][N:26]([C:29]2[CH:34]=[CH:33][C:32]([F:35])=[CH:31][CH:30]=2)[CH:25]=1)[CH2:10][C:9]([OH:36])=[O:8])[C:20](=[O:23])[NH:21][CH3:22], predict the reactants needed to synthesize it. The reactants are: C([O:8][C:9](=[O:36])[CH2:10][C@@H:11]([C:24]1[CH:28]=[CH:27][N:26]([C:29]2[CH:34]=[CH:33][C:32]([F:35])=[CH:31][CH:30]=2)[CH:25]=1)[C:12]([NH:14][C@H:15]([C:20](=[O:23])[NH:21][CH3:22])[C:16]([CH3:19])([CH3:18])[CH3:17])=[O:13])C1C=CC=CC=1.CC(OC)(C)C. (4) Given the product [CH3:23][NH:24][CH2:2][C:3]1[C:12]2[C:7](=[CH:8][C:9]([O:13][CH2:14][C:15]3[CH:20]=[CH:19][CH:18]=[C:17]([Cl:21])[CH:16]=3)=[CH:10][CH:11]=2)[O:6][C:5](=[O:22])[CH:4]=1, predict the reactants needed to synthesize it. The reactants are: Cl[CH2:2][C:3]1[C:12]2[C:7](=[CH:8][C:9]([O:13][CH2:14][C:15]3[CH:20]=[CH:19][CH:18]=[C:17]([Cl:21])[CH:16]=3)=[CH:10][CH:11]=2)[O:6][C:5](=[O:22])[CH:4]=1.[CH3:23][NH2:24]. (5) The reactants are: [NH2:1][CH:2]1[CH2:23][C:5]2[N:6]([CH2:15][C:16]3[CH:21]=[CH:20][CH:19]=[C:18]([F:22])[N:17]=3)[C:7]3[CH:8]=[CH:9][C:10]([C:13]#[N:14])=[CH:11][C:12]=3[C:4]=2[CH2:3]1.C(N(C(C)C)CC)(C)C.[CH3:33][N:34]([CH3:38])[C:35](Cl)=[O:36]. Given the product [C:13]([C:10]1[CH:9]=[CH:8][C:7]2[N:6]([CH2:15][C:16]3[CH:21]=[CH:20][CH:19]=[C:18]([F:22])[N:17]=3)[C:5]3[CH2:23][CH:2]([NH:1][C:35](=[O:36])[N:34]([CH3:38])[CH3:33])[CH2:3][C:4]=3[C:12]=2[CH:11]=1)#[N:14], predict the reactants needed to synthesize it. (6) Given the product [N+:1]([C:4]1[CH:5]=[CH:6][C:7]2[CH:11]=[C:10]([C:12]([OH:14])=[O:13])[S:9][C:8]=2[CH:16]=1)([O-:3])=[O:2], predict the reactants needed to synthesize it. The reactants are: [N+:1]([C:4]1[CH:5]=[CH:6][C:7]2[CH:11]=[C:10]([C:12]([O:14]C)=[O:13])[S:9][C:8]=2[CH:16]=1)([O-:3])=[O:2].O.[OH-].[Li+].O.Cl. (7) Given the product [F:1][C:2]1[CH:12]=[CH:11][C:5]([C:6]2[N:8]([CH3:10])[N:9]=[C:15]([CH3:17])[C:14]=2[C:13]([O:19][CH2:20][CH3:21])=[O:18])=[CH:4][CH:3]=1, predict the reactants needed to synthesize it. The reactants are: [F:1][C:2]1[CH:12]=[CH:11][C:5]([C:6]([N:8]([CH3:10])[NH2:9])=O)=[CH:4][CH:3]=1.[C:13]([O:19][CH2:20][CH3:21])(=[O:18])[CH2:14][C:15]([CH3:17])=O. (8) The reactants are: [CH3:1][O:2][C:3]1[CH:8]=[CH:7][C:6]([NH2:9])=[CH:5][CH:4]=1.CC(C)N=C=NC(C)C.[C:19]([O:23][C:24]([N:26]1[CH2:39][CH2:38][C:37]2[C:36]3[CH:35]=[C:34]([Cl:40])[C:33]([Cl:41])=[CH:32][C:31]=3[N:30]([CH2:42][C:43](O)=[O:44])[C:29]=2[CH2:28][CH2:27]1)=[O:25])([CH3:22])([CH3:21])[CH3:20]. Given the product [Cl:41][C:33]1[C:34]([Cl:40])=[CH:35][C:36]2[C:37]3[CH2:38][CH2:39][N:26]([C:24]([O:23][C:19]([CH3:21])([CH3:20])[CH3:22])=[O:25])[CH2:27][CH2:28][C:29]=3[N:30]([CH2:42][C:43]([NH:9][C:6]3[CH:7]=[CH:8][C:3]([O:2][CH3:1])=[CH:4][CH:5]=3)=[O:44])[C:31]=2[CH:32]=1, predict the reactants needed to synthesize it. (9) Given the product [S:8]1[C:12]2[CH:13]=[CH:14][CH:15]=[CH:16][C:11]=2[N:10]=[C:9]1[NH:17][C:18]([C:20]1[CH:21]=[CH:22][CH:23]=[C:24]2[C:29]=1[CH2:28][N:27]([C:30]1[S:31][C:32]([CH2:38][CH2:39][CH2:40][O:68][C:64]3[CH:65]=[CH:66][CH:67]=[C:62]([N:59]4[CH2:58][CH2:57][N:56]([CH3:55])[CH2:61][CH2:60]4)[CH:63]=3)=[C:33]([C:35]([OH:37])=[O:36])[N:34]=1)[CH2:26][CH2:25]2)=[O:19], predict the reactants needed to synthesize it. The reactants are: C(O)(C(F)(F)F)=O.[S:8]1[C:12]2[CH:13]=[CH:14][CH:15]=[CH:16][C:11]=2[N:10]=[C:9]1[NH:17][C:18]([C:20]1[CH:21]=[CH:22][CH:23]=[C:24]2[C:29]=1[CH2:28][N:27]([C:30]1[S:31][C:32]([CH2:38][CH2:39][CH2:40]OC3C=CC(C4C(C#N)=CSC=4)=CC=3)=[C:33]([C:35]([OH:37])=[O:36])[N:34]=1)[CH2:26][CH2:25]2)=[O:19].[CH3:55][N:56]1[CH2:61][CH2:60][N:59]([C:62]2[CH:63]=[C:64]([OH:68])[CH:65]=[CH:66][CH:67]=2)[CH2:58][CH2:57]1. (10) Given the product [CH3:20][N:19]1[C:15]([C:13]2[CH:12]=[CH:11][C:8]3[CH2:48][CH2:47][N:43]([CH:44]([CH3:45])[CH2:46][CH2:51][S:39][C:24]4[N:23]([CH3:22])[C:27]([C:28]5[CH:37]=[CH:36][CH:35]=[C:34]6[C:29]=5[CH:30]=[CH:31][C:32]([CH3:38])=[N:33]6)=[N:26][N:25]=4)[CH2:40][CH2:42][C:7]=3[CH:14]=2)=[CH:16][C:17]([CH3:21])=[N:18]1, predict the reactants needed to synthesize it. The reactants are: ClCCN1CC[C:8]2[CH:11]=[CH:12][C:13]([C:15]3[N:19]([CH3:20])[N:18]=[C:17]([CH3:21])[CH:16]=3)=[CH:14][C:7]=2CC1.[CH3:22][N:23]1[C:27]([C:28]2[CH:37]=[CH:36][CH:35]=[C:34]3[C:29]=2[CH:30]=[CH:31][C:32]([CH3:38])=[N:33]3)=[N:26][NH:25][C:24]1=[S:39].[CH:40]([N:43]([CH2:47][CH3:48])[CH:44]([CH3:46])[CH3:45])([CH3:42])C.[I-].[Na+].[CH3:51]N(C)C=O.